Task: Binary Classification. Given a drug SMILES string, predict its activity (active/inactive) in a high-throughput screening assay against a specified biological target.. Dataset: Cav3 T-type calcium channel HTS with 100,875 compounds (1) The drug is O=C1N(C2CCCCC2)C(=O)/C(C(=O)N1C1CCCCC1)=C\N(C)C. The result is 0 (inactive). (2) The compound is O(c1c2c(c(=O)n(CC(=O)Nc3cc(OC)ccc3)cc2)ccc1)C(C)C(OCC)=O. The result is 0 (inactive). (3) The drug is Clc1sc(CSc2ccc(cc2)C(O)=O)cn1. The result is 0 (inactive). (4) The molecule is s1\c(n(CC)c(c1)C)=N/C(=S)NCC(C)=C. The result is 0 (inactive). (5) The molecule is S(c1n2c3c(c(=O)n(c2nn1)CC=C)cccc3)c1n(nnn1)c1ccccc1. The result is 0 (inactive). (6) The compound is O=C1N(C2CCN(CC2)C(OCC)=O)Cc2c1c(ccc2)C(=O)Nc1ccc(cc1)CC. The result is 0 (inactive). (7) The molecule is S(=O)(=O)(N)c1cc2nc(SCC(=O)c3c(OC)cc(OC)cc3)n(CCCC)c2cc1. The result is 0 (inactive). (8) The compound is s1c(c([n+]2ccc(cc2)C)nc1[O-])/C=N\Nc1ccc([N+]([O-])=O)cc1. The result is 0 (inactive). (9) The molecule is s1c(c2nc3n(ncc3C(=O)N3CCN(CC3)C(c3ccccc3)c3ccccc3)c(c2)C(F)(F)F)ccc1. The result is 1 (active).